From a dataset of Catalyst prediction with 721,799 reactions and 888 catalyst types from USPTO. Predict which catalyst facilitates the given reaction. (1) The catalyst class is: 1. Reactant: C([O:3][C:4](=[O:34])[CH2:5][N:6]1[C:14]2[C:9](=[CH:10][C:11]([F:15])=[CH:12][CH:13]=2)[C:8]([CH2:16][C:17]2[CH:22]=[CH:21][C:20]([S:23]([CH2:26][C:27]3[CH:32]=[CH:31][CH:30]=[CH:29][CH:28]=3)(=[O:25])=[O:24])=[CH:19][CH:18]=2)=[C:7]1[CH3:33])C.[OH-].[K+]. Product: [CH2:26]([S:23]([C:20]1[CH:19]=[CH:18][C:17]([CH2:16][C:8]2[C:9]3[C:14](=[CH:13][CH:12]=[C:11]([F:15])[CH:10]=3)[N:6]([CH2:5][C:4]([OH:34])=[O:3])[C:7]=2[CH3:33])=[CH:22][CH:21]=1)(=[O:25])=[O:24])[C:27]1[CH:28]=[CH:29][CH:30]=[CH:31][CH:32]=1. (2) Reactant: [Br:1][C:2]1[CH:3]=[C:4]2[C:8](=[CH:9][CH:10]=1)[N:7]([C:11](=[O:14])[CH2:12]Br)[CH:6]=[C:5]2/[C:15](/[C:27]#[N:28])=[CH:16]/[C:17]1[CH:18]=[C:19]([CH:22]=[CH:23][C:24]=1[O:25][CH3:26])[C:20]#[N:21].[O-:29][P:30]([O:33][P:34]([O-:37])([O-:36])=[O:35])(=[O:32])[O-:31].[CH2:38]([NH+:42]([CH2:47][CH2:48][CH2:49][CH3:50])[CH2:43][CH2:44][CH2:45][CH3:46])[CH2:39][CH2:40][CH3:41].[CH2:51]([NH+:55]([CH2:60][CH2:61][CH2:62][CH3:63])[CH2:56][CH2:57][CH2:58][CH3:59])[CH2:52][CH2:53][CH3:54].[CH2:64]([NH+:68]([CH2:73][CH2:74][CH2:75][CH3:76])[CH2:69][CH2:70][CH2:71][CH3:72])[CH2:65][CH2:66][CH3:67].[CH2:77]([NH+](CCCC)CCCC)[CH2:78][CH2:79][CH3:80]. Product: [CH2:47]([N+:42]([CH2:3][CH2:2][CH2:10][CH3:9])([CH2:38][CH2:39][CH2:40][CH3:41])[CH2:43][CH2:44][CH2:45][CH3:46])[CH2:48][CH2:49][CH3:50].[O:31]([CH2:12][C:11]([N:7]1[C:8]2[C:4](=[CH:3][C:2]([Br:1])=[CH:10][CH:9]=2)[C:5](/[C:15](/[C:27]#[N:28])=[CH:16]/[C:17]2[CH:18]=[C:19]([C:20]#[N:21])[CH:22]=[CH:23][C:24]=2[O:25][CH3:26])=[CH:6]1)=[O:14])[P:30]([O:33][P:34]([O-:37])([O-:36])=[O:35])(=[O:29])[O-:32].[CH2:60]([N+:55]([CH2:64][CH2:65][CH2:66][CH3:67])([CH2:51][CH2:52][CH2:53][CH3:54])[CH2:56][CH2:57][CH2:58][CH3:59])[CH2:61][CH2:62][CH3:63].[CH2:73]([N+:68]([CH2:77][CH2:78][CH2:79][CH3:80])([CH2:64][CH2:65][CH2:66][CH3:67])[CH2:69][CH2:70][CH2:71][CH3:72])[CH2:74][CH2:75][CH3:76]. The catalyst class is: 751. (3) Reactant: [NH2:1]/[CH:2]=[C:3](\[N:7]([CH:13]([CH3:15])[CH3:14])[C:8]([CH:10]1[CH2:12][CH2:11]1)=O)/[C:4](=[O:6])[CH3:5].[OH-].[Na+]. Product: [CH:10]1([C:8]2[N:7]([CH:13]([CH3:15])[CH3:14])[C:3]([C:4](=[O:6])[CH3:5])=[CH:2][N:1]=2)[CH2:12][CH2:11]1. The catalyst class is: 14.